Dataset: Retrosynthesis with 50K atom-mapped reactions and 10 reaction types from USPTO. Task: Predict the reactants needed to synthesize the given product. (1) Given the product CNC(=O)c1c(O)c2ncc(Cc3ccc(F)cc3)cc2n(CCCO)c1=O, predict the reactants needed to synthesize it. The reactants are: CCOC(=O)c1c(O)c2ncc(Cc3ccc(F)cc3)cc2n(CCCO)c1=O.CN. (2) Given the product O=C(Nc1ccccc1C(F)(F)F)c1ccc2[nH]c(Nc3c(Cl)cccc3Cl)nc2c1, predict the reactants needed to synthesize it. The reactants are: Nc1ccccc1C(F)(F)F.O=C(O)c1ccc2[nH]c(Nc3c(Cl)cccc3Cl)nc2c1. (3) Given the product CN1CCC(N(C)c2cccc3nc(CN(C)C4CCCc5cccnc54)cn23)CC1, predict the reactants needed to synthesize it. The reactants are: CN(Cc1cn2c(F)cccc2n1)C1CCCc2cccnc21.CNC1CCN(C)CC1. (4) Given the product O=S(=O)(Nc1ccc2c(OCc3ccc(-c4ccc(F)cc4)cc3)cccc2c1)C(F)(F)F, predict the reactants needed to synthesize it. The reactants are: O=S(=O)(Nc1ccc2c(OCc3ccc(Br)cc3)cccc2c1)C(F)(F)F.OB(O)c1ccc(F)cc1. (5) Given the product COC(=O)C(=O)c1ccc(SC)c(Cl)c1, predict the reactants needed to synthesize it. The reactants are: COC(=O)C(=O)Cl.CSc1ccccc1Cl. (6) The reactants are: CCOC(=O)CP(=O)(OCC)OCC.O=C1CCN(Cc2ccccc2)CC1. Given the product CCOC(=O)C=C1CCN(Cc2ccccc2)CC1, predict the reactants needed to synthesize it. (7) Given the product COc1cc2nncc(-c3cnc(NC4CCCc5ncccc54)c(C)c3)c2cc1OC, predict the reactants needed to synthesize it. The reactants are: COc1cc2nncc(-c3cnc(F)c(C)c3)c2cc1OC.NC1CCCc2ncccc21.